Dataset: Full USPTO retrosynthesis dataset with 1.9M reactions from patents (1976-2016). Task: Predict the reactants needed to synthesize the given product. (1) Given the product [Cl:12][C:13]1[N:18]=[C:17]([NH:1][C:2]2[CH:3]=[CH:4][C:5]3[O:9][C:8](=[O:10])[NH:7][C:6]=3[CH:11]=2)[C:16]([CH3:20])=[CH:15][N:14]=1, predict the reactants needed to synthesize it. The reactants are: [NH2:1][C:2]1[CH:3]=[CH:4][C:5]2[O:9][C:8](=[O:10])[NH:7][C:6]=2[CH:11]=1.[Cl:12][C:13]1[N:18]=[C:17](Cl)[C:16]([CH3:20])=[CH:15][N:14]=1.CO. (2) Given the product [F:31][C:28]1[CH:27]=[CH:26][C:25]([C@@H:22]([NH:21][C:2]2[CH:3]=[CH:4][C:5]([N+:18]([O-:20])=[O:19])=[C:6]([NH:8][C:9]3[CH:13]=[C:12]([O:14][CH:15]([CH3:17])[CH3:16])[NH:11][N:10]=3)[N:7]=2)[CH2:23][OH:24])=[CH:30][CH:29]=1, predict the reactants needed to synthesize it. The reactants are: Cl[C:2]1[N:7]=[C:6]([NH:8][C:9]2[CH:13]=[C:12]([O:14][CH:15]([CH3:17])[CH3:16])[NH:11][N:10]=2)[C:5]([N+:18]([O-:20])=[O:19])=[CH:4][CH:3]=1.[NH2:21][C@H:22]([C:25]1[CH:30]=[CH:29][C:28]([F:31])=[CH:27][CH:26]=1)[CH2:23][OH:24].CCN(C(C)C)C(C)C. (3) Given the product [CH3:1][C:2]1[C:7]([CH2:8][O:9][C:10]2[CH:11]=[CH:12][CH:13]=[C:14]3[C:19]=2[N:18]=[C:17]([CH3:20])[CH:16]=[CH:15]3)=[C:6]([CH3:21])[CH:5]=[CH:4][C:3]=1[N:22]1[CH2:26][CH2:25][CH2:24][C@@H:23]1[CH2:27][OH:28], predict the reactants needed to synthesize it. The reactants are: [CH3:1][C:2]1[C:7]([CH2:8][O:9][C:10]2[CH:11]=[CH:12][CH:13]=[C:14]3[C:19]=2[N:18]=[C:17]([CH3:20])[CH:16]=[CH:15]3)=[C:6]([CH3:21])[CH:5]=[CH:4][C:3]=1[N:22]1[CH2:26][CH2:25][CH2:24][C@@H:23]1[C:27](O)=[O:28].C(N(CC)CC)C.ClC(OCC(C)C)=O.[BH4-].[Na+]. (4) Given the product [CH2:7]([O:14][C:15]1[CH:16]=[C:17]([CH:26]=[CH:27][CH:28]=1)[O:18][C:19]1[S:23][C:22]([CH2:24][NH2:25])=[CH:21][CH:20]=1)[C:8]1[CH:9]=[CH:10][CH:11]=[CH:12][CH:13]=1, predict the reactants needed to synthesize it. The reactants are: [H-].[Al+3].[Li+].[H-].[H-].[H-].[CH2:7]([O:14][C:15]1[CH:16]=[C:17]([CH:26]=[CH:27][CH:28]=1)[O:18][C:19]1[S:23][C:22]([C:24]#[N:25])=[CH:21][CH:20]=1)[C:8]1[CH:13]=[CH:12][CH:11]=[CH:10][CH:9]=1.O. (5) Given the product [CH:1]1([CH:6]([C:27]2[CH:32]=[CH:31][C:30]([C:33]([F:34])([F:35])[F:36])=[CH:29][CH:28]=2)[C:7]([NH:9][C:10]2[CH:11]=[C:12]([CH:24]=[CH:25][CH:26]=2)[CH2:13][C:14]2([C:17]([OH:19])=[O:18])[CH2:15][CH2:16]2)=[O:8])[CH2:5][CH2:4][CH2:3][CH2:2]1, predict the reactants needed to synthesize it. The reactants are: [CH:1]1([CH:6]([C:27]2[CH:32]=[CH:31][C:30]([C:33]([F:36])([F:35])[F:34])=[CH:29][CH:28]=2)[C:7]([NH:9][C:10]2[CH:11]=[C:12]([CH:24]=[CH:25][CH:26]=2)[CH2:13][C:14]2([C:17]([O:19]C(C)(C)C)=[O:18])[CH2:16][CH2:15]2)=[O:8])[CH2:5][CH2:4][CH2:3][CH2:2]1.O.C(O)(C(F)(F)F)=O.